From a dataset of Forward reaction prediction with 1.9M reactions from USPTO patents (1976-2016). Predict the product of the given reaction. (1) Given the reactants Br[C:2]1[CH:7]=[CH:6][C:5]([NH:8][C:9](=[O:15])[O:10][C:11]([CH3:14])([CH3:13])[CH3:12])=[C:4]([N+:16]([O-:18])=[O:17])[CH:3]=1.[CH2:19]([N:21]1[CH2:26][CH2:25][NH:24][CH2:23][CH2:22]1)[CH3:20].CC1(C)C2C(=C(P(C3C=CC=CC=3)C3C=CC=CC=3)C=CC=2)OC2C(P(C3C=CC=CC=3)C3C=CC=CC=3)=CC=CC1=2.C([O-])([O-])=O.[Cs+].[Cs+], predict the reaction product. The product is: [CH2:19]([N:21]1[CH2:26][CH2:25][N:24]([C:2]2[CH:7]=[CH:6][C:5]([NH:8][C:9](=[O:15])[O:10][C:11]([CH3:14])([CH3:13])[CH3:12])=[C:4]([N+:16]([O-:18])=[O:17])[CH:3]=2)[CH2:23][CH2:22]1)[CH3:20]. (2) Given the reactants [O:1]1[CH2:4][CH:3]([OH:5])[CH2:2]1.[C:6]1([CH3:16])[CH:11]=[CH:10][C:9]([S:12](Cl)(=[O:14])=[O:13])=[CH:8][CH:7]=1, predict the reaction product. The product is: [O:1]1[CH2:4][CH:3]([O:5][S:12]([C:9]2[CH:10]=[CH:11][C:6]([CH3:16])=[CH:7][CH:8]=2)(=[O:14])=[O:13])[CH2:2]1. (3) Given the reactants Cl.[O:2]1[C:6]2[CH:7]=[CH:8][CH:9]=[C:10]([CH:11]3[CH2:16][CH2:15][N:14]([CH2:17][CH2:18][C@H:19]4[CH2:24][CH2:23][C@H:22]([NH2:25])[CH2:21][CH2:20]4)[CH2:13][CH2:12]3)[C:5]=2[O:4][CH2:3]1.C(N(CC)CC)C.[F:33][C:34]([F:45])([F:44])[C:35](O[C:35](=[O:36])[C:34]([F:45])([F:44])[F:33])=[O:36], predict the reaction product. The product is: [O:2]1[C:6]2[CH:7]=[CH:8][CH:9]=[C:10]([CH:11]3[CH2:16][CH2:15][N:14]([CH2:17][CH2:18][C@H:19]4[CH2:20][CH2:21][C@H:22]([NH:25][C:35](=[O:36])[C:34]([F:45])([F:44])[F:33])[CH2:23][CH2:24]4)[CH2:13][CH2:12]3)[C:5]=2[O:4][CH2:3]1. (4) Given the reactants [ClH:1].Cl.[CH2:3]([C:7]1[N:12]=[N:11][C:10]([O:13][CH2:14][C@H:15]2[CH2:20][CH2:19][NH:18][CH2:17][C@H:16]2[OH:21])=[CH:9][C:8]=1[C:22]1[CH:27]=[CH:26][C:25]([O:28][CH:29]2[CH2:34][CH2:33][CH2:32][CH2:31][CH2:30]2)=[CH:24][CH:23]=1)[CH2:4][CH2:5][CH3:6].C=O.O.[C:38](O[BH-](OC(=O)C)OC(=O)C)(=O)C.[Na+].Cl, predict the reaction product. The product is: [ClH:1].[ClH:1].[CH2:3]([C:7]1[N:12]=[N:11][C:10]([O:13][CH2:14][C@H:15]2[CH2:20][CH2:19][N:18]([CH3:38])[CH2:17][C@H:16]2[OH:21])=[CH:9][C:8]=1[C:22]1[CH:27]=[CH:26][C:25]([O:28][CH:29]2[CH2:34][CH2:33][CH2:32][CH2:31][CH2:30]2)=[CH:24][CH:23]=1)[CH2:4][CH2:5][CH3:6]. (5) The product is: [O:1]1[CH:5]=[CH:4][CH:3]=[C:2]1[CH2:6][NH:7][CH2:31][C:30]1[CH:29]=[CH:28][C:27]([C:25]2[S:26][C:19]3[C:18]([NH:17][C:13]4[CH:12]=[C:11]5[C:16](=[CH:15][CH:14]=4)[NH:8][CH:9]=[CH:10]5)=[N:23][CH:22]=[N:21][C:20]=3[CH:24]=2)=[CH:34][CH:33]=1. Given the reactants [O:1]1[CH:5]=[CH:4][CH:3]=[C:2]1[CH2:6][NH2:7].[NH:8]1[C:16]2[C:11](=[CH:12][C:13]([NH:17][C:18]3[C:19]4[S:26][C:25]([C:27]5[CH:34]=[CH:33][C:30]([CH:31]=O)=[CH:29][CH:28]=5)=[CH:24][C:20]=4[N:21]=[CH:22][N:23]=3)=[CH:14][CH:15]=2)[CH:10]=[CH:9]1, predict the reaction product.